From a dataset of Peptide-MHC class I binding affinity with 185,985 pairs from IEDB/IMGT. Regression. Given a peptide amino acid sequence and an MHC pseudo amino acid sequence, predict their binding affinity value. This is MHC class I binding data. (1) The peptide sequence is PSSDVVAEY. The MHC is HLA-A33:01 with pseudo-sequence HLA-A33:01. The binding affinity (normalized) is 0. (2) The peptide sequence is SVRDRLARL. The MHC is HLA-B44:02 with pseudo-sequence HLA-B44:02. The binding affinity (normalized) is 0. (3) The peptide sequence is EPRVQLVPL. The MHC is HLA-A26:01 with pseudo-sequence HLA-A26:01. The binding affinity (normalized) is 0.213. (4) The peptide sequence is PVILSLPRI. The MHC is HLA-A02:01 with pseudo-sequence HLA-A02:01. The binding affinity (normalized) is 0.304. (5) The peptide sequence is IAPIMFSNKM. The MHC is Mamu-A01 with pseudo-sequence Mamu-A01. The binding affinity (normalized) is 0.686. (6) The peptide sequence is LTSVDIETAI. The MHC is HLA-A02:03 with pseudo-sequence HLA-A02:03. The binding affinity (normalized) is 0.291. (7) The peptide sequence is VGYYTFHPK. The MHC is HLA-A03:01 with pseudo-sequence HLA-A03:01. The binding affinity (normalized) is 1.00.